From a dataset of Catalyst prediction with 721,799 reactions and 888 catalyst types from USPTO. Predict which catalyst facilitates the given reaction. (1) Reactant: I[C:2]1[C:10]2[C:5](=[CH:6][CH:7]=[C:8]([C:11]3[CH:16]=[N:15][CH:14]=[C:13]([O:17][CH:18]([CH3:20])[CH3:19])[N:12]=3)[CH:9]=2)[N:4]([S:21]([C:24]2[CH:30]=[CH:29][C:27]([CH3:28])=[CH:26][CH:25]=2)(=[O:23])=[O:22])[CH:3]=1.C([Sn](CCCC)(CCCC)[C:36]1[N:41]=[C:40]([NH:42][C@@H:43]2[CH2:48][CH2:47][CH2:46][N:45]([C:49]([O:51][C:52]([CH3:55])([CH3:54])[CH3:53])=[O:50])[CH2:44]2)[CH:39]=[N:38][CH:37]=1)CCC.O. Product: [CH:18]([O:17][C:13]1[N:12]=[C:11]([C:8]2[CH:9]=[C:10]3[C:5](=[CH:6][CH:7]=2)[N:4]([S:21]([C:24]2[CH:25]=[CH:26][C:27]([CH3:28])=[CH:29][CH:30]=2)(=[O:22])=[O:23])[CH:3]=[C:2]3[C:36]2[N:41]=[C:40]([NH:42][C@@H:43]3[CH2:48][CH2:47][CH2:46][N:45]([C:49]([O:51][C:52]([CH3:53])([CH3:54])[CH3:55])=[O:50])[CH2:44]3)[CH:39]=[N:38][CH:37]=2)[CH:16]=[N:15][CH:14]=1)([CH3:20])[CH3:19]. The catalyst class is: 555. (2) Reactant: [C:1]([O:10]C)(=O)[C:2]1[C:3](=[CH:5][CH:6]=[CH:7][CH:8]=1)[SH:4].[C:12]([C:14]1[CH:19]=[CH:18][N:17]=[CH:16][CH:15]=1)#[N:13].C(N(CC)CC)C. Product: [N:17]1[CH:18]=[CH:19][C:14]([C:12]2[S:4][C:3]3[CH:5]=[CH:6][CH:7]=[CH:8][C:2]=3[C:1](=[O:10])[N:13]=2)=[CH:15][CH:16]=1. The catalyst class is: 11. (3) Reactant: [OH:1][CH2:2][C:3]1[C:7]2[NH:8][C:9]([C:11]([O:13][CH2:14][CH3:15])=[O:12])=[CH:10][C:6]=2[O:5][CH:4]=1. Product: [CH:2]([C:3]1[C:7]2[NH:8][C:9]([C:11]([O:13][CH2:14][CH3:15])=[O:12])=[CH:10][C:6]=2[O:5][CH:4]=1)=[O:1]. The catalyst class is: 177. (4) Reactant: Cl[C:2]1[N:7]=[CH:6][C:5]([CH2:8][C:9]2[CH:10]=[C:11]3[C:16](=[C:17]4[CH:22]=[CH:21][N:20]=[CH:19][C:18]=24)[N:15]=[CH:14][N:13]([C@H:23]2[CH2:28][CH2:27][CH2:26][CH2:25][C@@H:24]2[OH:29])[C:12]3=[O:30])=[CH:4][CH:3]=1.C([Sn](CCCC)(CCCC)[C:36]1[CH:41]=[N:40][CH:39]=[CH:38][N:37]=1)CCC. Product: [OH:29][C@H:24]1[CH2:25][CH2:26][CH2:27][CH2:28][C@@H:23]1[N:13]1[C:12](=[O:30])[C:11]2[C:16](=[C:17]3[CH:22]=[CH:21][N:20]=[CH:19][C:18]3=[C:9]([CH2:8][C:5]3[CH:6]=[N:7][C:2]([C:36]4[CH:41]=[N:40][CH:39]=[CH:38][N:37]=4)=[CH:3][CH:4]=3)[CH:10]=2)[N:15]=[CH:14]1. The catalyst class is: 660. (5) Reactant: [CH2:1]([N:8]1[C:21](=[O:22])[C:20]2[C:15](=[CH:16][CH:17]=[CH:18][CH:19]=2)[C:14]2[CH:13]=[C:12]([CH:23]=[C:24]3[S:28][C:27](=[O:29])[NH:26][C:25]3=[O:30])[CH:11]=[CH:10][C:9]1=2)[C:2]1[CH:7]=[CH:6][CH:5]=[CH:4][CH:3]=1.N1C=CC=CC=1.[BH4-].[Li+].Cl. Product: [CH2:1]([N:8]1[C:21](=[O:22])[C:20]2[C:15](=[CH:16][CH:17]=[CH:18][CH:19]=2)[C:14]2[CH:13]=[C:12]([CH2:23][CH:24]3[S:28][C:27](=[O:29])[NH:26][C:25]3=[O:30])[CH:11]=[CH:10][C:9]1=2)[C:2]1[CH:3]=[CH:4][CH:5]=[CH:6][CH:7]=1. The catalyst class is: 1. (6) Reactant: [CH2:1]([O:8][C:9]([NH:11][C@H:12]1[C@H:16]([F:17])[CH2:15][N:14](C(OC(C)(C)C)=O)[CH2:13]1)=[O:10])[C:2]1[CH:7]=[CH:6][CH:5]=[CH:4][CH:3]=1.C(O)(C(F)(F)F)=O.C([O-])([O-])=O.[K+].[K+]. The catalyst class is: 2. Product: [F:17][C@@H:16]1[CH2:15][NH:14][CH2:13][C@H:12]1[NH:11][C:9](=[O:10])[O:8][CH2:1][C:2]1[CH:3]=[CH:4][CH:5]=[CH:6][CH:7]=1.